Dataset: Catalyst prediction with 721,799 reactions and 888 catalyst types from USPTO. Task: Predict which catalyst facilitates the given reaction. Reactant: [CH2:1]([O:3][C:4](=[O:29])[CH2:5][C:6]([NH:8][C:9]1[C:14]([C:15]([F:18])([F:17])[F:16])=[CH:13][C:12]([Cl:19])=[CH:11][C:10]=1[C:20]#[C:21][C:22]1[CH:27]=[CH:26][CH:25]=[CH:24][C:23]=1[Cl:28])=[O:7])[CH3:2].[H-].[Na+]. Product: [CH2:1]([O:3][C:4]([C:5]1[C:6](=[O:7])[NH:8][C:9]2[C:10]([C:20]=1[CH2:21][C:22]1[CH:27]=[CH:26][CH:25]=[CH:24][C:23]=1[Cl:28])=[CH:11][C:12]([Cl:19])=[CH:13][C:14]=2[C:15]([F:17])([F:18])[F:16])=[O:29])[CH3:2]. The catalyst class is: 16.